Dataset: Forward reaction prediction with 1.9M reactions from USPTO patents (1976-2016). Task: Predict the product of the given reaction. (1) Given the reactants [C:1]([O:5][C:6](=[O:27])[NH:7][C@@H:8]1[CH2:13][CH2:12][C@H:11]([NH:14][C:15]([O:17][CH2:18][C:19]2[CH:24]=[CH:23][CH:22]=[CH:21][CH:20]=2)=[O:16])[C@H:10]([CH2:25]O)[CH2:9]1)([CH3:4])([CH3:3])[CH3:2].[C:28]1([S:34]SC2C=CC=CC=2)C=CC=CC=1.[CH2:51](P([CH2:51][CH2:52][CH2:53][CH3:54])[CH2:51][CH2:52][CH2:53][CH3:54])[CH2:52][CH2:53][CH3:54].O1CCC[CH2:56]1, predict the reaction product. The product is: [CH2:18]([O:17][C:15](=[O:16])[NH:14][C@@:11]1([CH2:28][SH:34])[CH2:12][CH2:13][C@@H:8]([NH:7][C:6]([O:5][C:1]([CH3:2])([CH3:3])[CH3:4])=[O:27])[CH2:9][C@@H:10]1[C:25]1[CH:54]=[CH:53][CH:52]=[CH:51][CH:56]=1)[C:19]1[CH:20]=[CH:21][CH:22]=[CH:23][CH:24]=1. (2) Given the reactants C(OC([N:8]1[CH2:13][CH2:12][N:11]([CH:14]([C:17]2[CH:22]=[CH:21][CH:20]=[CH:19][C:18]=2[Cl:23])[C:15]#[N:16])[CH2:10][CH2:9]1)=O)(C)(C)C.[OH-:24].[Na+], predict the reaction product. The product is: [Cl:23][C:18]1[CH:19]=[CH:20][CH:21]=[CH:22][C:17]=1[CH:14]([N:11]1[CH2:12][CH2:13][NH:8][CH2:9][CH2:10]1)[C:15]([NH2:16])=[O:24]. (3) Given the reactants [Br:1][C:2]1[CH:7]=[C:6]([CH:8]([CH3:10])[CH3:9])[CH:5]=[CH:4][C:3]=1[N:11]([CH2:27][CH3:28])[C:12]1[N:13]=[C:14]([CH3:26])[C:15]2[CH2:20][CH2:19][N:18]([CH:21]([CH2:24][CH3:25])[CH2:22][CH3:23])[C:16]=2[N:17]=1, predict the reaction product. The product is: [Br:1][C:2]1[CH:7]=[C:6]([CH:8]([CH3:9])[CH3:10])[CH:5]=[CH:4][C:3]=1[N:11]([CH2:27][CH3:28])[C:12]1[N:13]=[C:14]([CH3:26])[C:15]2[CH:20]=[CH:19][N:18]([CH:21]([CH2:24][CH3:25])[CH2:22][CH3:23])[C:16]=2[N:17]=1. (4) Given the reactants C([O-])([O-])=O.[K+].[K+].[OH:7][C:8]1[CH:13]=[CH:12][C:11]([CH2:14][C:15]([O:17][CH3:18])=[O:16])=[CH:10][CH:9]=1.[C:19](OC(=O)C)(=[O:21])[CH3:20], predict the reaction product. The product is: [C:19]([O:7][C:8]1[CH:9]=[CH:10][C:11]([CH2:14][C:15]([O:17][CH3:18])=[O:16])=[CH:12][CH:13]=1)(=[O:21])[CH3:20]. (5) Given the reactants [N:1]1[C:6]2[NH:7][CH:8]=[CH:9][C:5]=2[C:4]([C:10]2[CH:11]=[N:12][N:13]([C:15]3([CH2:24][C:25]#[N:26])[CH2:18][N:17]([S:19]([CH2:22][CH3:23])(=[O:21])=[O:20])[CH2:16]3)[CH:14]=2)=[N:3][CH:2]=1.[P:27](=[O:31])([OH:30])([OH:29])[OH:28], predict the reaction product. The product is: [P:27](=[O:28])([OH:31])([OH:30])[OH:29].[N:1]1[C:6]2[NH:7][CH:8]=[CH:9][C:5]=2[C:4]([C:10]2[CH:11]=[N:12][N:13]([C:15]3([CH2:24][C:25]#[N:26])[CH2:16][N:17]([S:19]([CH2:22][CH3:23])(=[O:20])=[O:21])[CH2:18]3)[CH:14]=2)=[N:3][CH:2]=1.